This data is from Forward reaction prediction with 1.9M reactions from USPTO patents (1976-2016). The task is: Predict the product of the given reaction. Given the reactants [N:1]([CH:4]1[CH2:24][N:8]2[C:9]3[C:14]([C:15]([CH2:16][C:17]([O:19]CCC)=[O:18])=[C:7]2[CH2:6][CH2:5]1)=[CH:13][CH:12]=[CH:11][C:10]=3[F:23])=[N+:2]=[N-:3].[F:25][C:26]1[CH:31]=[CH:30][C:29]([CH2:32][C:33]#[CH:34])=[CH:28][CH:27]=1.C([Si](C)(C)C)#C.C([Mg]Br)C.FC1C=CC(CBr)=CC=1, predict the reaction product. The product is: [F:23][C:10]1[CH:11]=[CH:12][CH:13]=[C:14]2[C:9]=1[N:8]1[CH2:24][CH:4]([N:1]3[C:33]([CH2:32][C:29]4[CH:30]=[CH:31][C:26]([F:25])=[CH:27][CH:28]=4)=[CH:34][N:3]=[N:2]3)[CH2:5][CH2:6][C:7]1=[C:15]2[CH2:16][C:17]([OH:19])=[O:18].